From a dataset of Peptide-MHC class I binding affinity with 185,985 pairs from IEDB/IMGT. Regression. Given a peptide amino acid sequence and an MHC pseudo amino acid sequence, predict their binding affinity value. This is MHC class I binding data. The peptide sequence is IEFIEVVRL. The MHC is HLA-B08:02 with pseudo-sequence HLA-B08:02. The binding affinity (normalized) is 0.0847.